Dataset: TCR-epitope binding with 47,182 pairs between 192 epitopes and 23,139 TCRs. Task: Binary Classification. Given a T-cell receptor sequence (or CDR3 region) and an epitope sequence, predict whether binding occurs between them. The epitope is NLNESLIDL. The TCR CDR3 sequence is CASSPAGVSYEQYF. Result: 0 (the TCR does not bind to the epitope).